Dataset: NCI-60 drug combinations with 297,098 pairs across 59 cell lines. Task: Regression. Given two drug SMILES strings and cell line genomic features, predict the synergy score measuring deviation from expected non-interaction effect. (1) Drug 1: CS(=O)(=O)C1=CC(=C(C=C1)C(=O)NC2=CC(=C(C=C2)Cl)C3=CC=CC=N3)Cl. Synergy scores: CSS=-8.20, Synergy_ZIP=4.83, Synergy_Bliss=3.05, Synergy_Loewe=-7.81, Synergy_HSA=-5.38. Cell line: SK-MEL-28. Drug 2: CCN(CC)CCNC(=O)C1=C(NC(=C1C)C=C2C3=C(C=CC(=C3)F)NC2=O)C. (2) Drug 1: CC1=C(C=C(C=C1)NC2=NC=CC(=N2)N(C)C3=CC4=NN(C(=C4C=C3)C)C)S(=O)(=O)N.Cl. Drug 2: C1=CC(=CC=C1CCC2=CNC3=C2C(=O)NC(=N3)N)C(=O)NC(CCC(=O)O)C(=O)O. Cell line: MOLT-4. Synergy scores: CSS=66.0, Synergy_ZIP=5.24, Synergy_Bliss=3.18, Synergy_Loewe=-0.552, Synergy_HSA=3.25. (3) Drug 1: CCCS(=O)(=O)NC1=C(C(=C(C=C1)F)C(=O)C2=CNC3=C2C=C(C=N3)C4=CC=C(C=C4)Cl)F. Drug 2: C1=CC(=CC=C1C#N)C(C2=CC=C(C=C2)C#N)N3C=NC=N3. Cell line: SN12C. Synergy scores: CSS=0.687, Synergy_ZIP=2.14, Synergy_Bliss=3.78, Synergy_Loewe=-0.00273, Synergy_HSA=0.380.